From a dataset of Forward reaction prediction with 1.9M reactions from USPTO patents (1976-2016). Predict the product of the given reaction. (1) Given the reactants [OH:1][C:2]1[C:7]2[C@@:8]3([OH:45])[C@@:21]([O:25][CH3:26])([C@H:22]([OH:24])[CH2:23][C:6]=2[CH:5]=[C:4]([CH3:46])[C:3]=1[C:47]([O:49][CH3:50])=[O:48])[C:20](=[O:27])[C:19]1[C:10](=[CH:11][C:12]2[C:13](=[O:43])[C:14]([NH:30][C@@H:31]4[C@H:36]([O:37][CH3:38])[C@H:35]([OH:39])[C@@H:34]([O:40][CH3:41])[C@H:33]([CH3:42])[O:32]4)=[CH:15][C:16](=[O:29])[C:17]=2[C:18]=1[OH:28])[C:9]3=[O:44].C(=O)([O-])[O-].[K+].[K+].Br[CH2:58][C:59]([O:61][CH3:62])=[O:60], predict the reaction product. The product is: [OH:24][C@H:22]1[C@:21]2([O:25][CH3:26])[C@@:8]([OH:45])([C:9](=[O:44])[C:10]3[C:19]([C:20]2=[O:27])=[C:18]([OH:28])[C:17]2[C:16](=[O:29])[CH:15]=[C:14]([NH:30][C@@H:31]4[C@H:36]([O:37][CH3:38])[C@H:35]([OH:39])[C@@H:34]([O:40][CH3:41])[C@H:33]([CH3:42])[O:32]4)[C:13](=[O:43])[C:12]=2[CH:11]=3)[C:7]2[C:2]([O:1][CH2:58][C:59]([O:61][CH3:62])=[O:60])=[C:3]([C:47]([O:49][CH3:50])=[O:48])[C:4]([CH3:46])=[CH:5][C:6]=2[CH2:23]1. (2) Given the reactants [CH:1]([C:4]1[C:5]([O:22][CH2:23][C:24]2[CH:29]=[CH:28][C:27]([O:30][CH3:31])=[CH:26][CH:25]=2)=[CH:6][C:7]([O:12][CH2:13][C:14]2[CH:19]=[CH:18][C:17]([O:20][CH3:21])=[CH:16][CH:15]=2)=[C:8]([CH:11]=1)[CH:9]=[O:10])([CH3:3])[CH3:2].[CH:32]([Mg]Br)=[CH2:33], predict the reaction product. The product is: [CH:1]([C:4]1[C:5]([O:22][CH2:23][C:24]2[CH:25]=[CH:26][C:27]([O:30][CH3:31])=[CH:28][CH:29]=2)=[CH:6][C:7]([O:12][CH2:13][C:14]2[CH:19]=[CH:18][C:17]([O:20][CH3:21])=[CH:16][CH:15]=2)=[C:8]([CH:9]([OH:10])[CH:32]=[CH2:33])[CH:11]=1)([CH3:3])[CH3:2]. (3) Given the reactants [NH:1]1[C:9]2[C:4](=[CH:5][C:6]([NH:10][CH:11]3[CH2:16][CH2:15][C:14](=O)[CH2:13][CH2:12]3)=[CH:7][CH:8]=2)[CH:3]=[N:2]1.[CH2:18]([NH2:21])[CH2:19][CH3:20].C(O[BH-](OC(=O)C)OC(=O)C)(=O)C.[Na+].Cl.CO, predict the reaction product. The product is: [NH:1]1[C:9]2[C:4](=[CH:5][C:6]([NH:10][CH:11]3[CH2:16][CH2:15][CH:14]([NH:21][CH2:18][CH2:19][CH3:20])[CH2:13][CH2:12]3)=[CH:7][CH:8]=2)[CH:3]=[N:2]1. (4) Given the reactants [C:1]([O:4][C:5]1([C@@:9]2([C:29]([O:31]CC3C=CC=CC=3)=[O:30])[CH2:13][C@H:12]([N:14]([C:23](=[O:28])[C:24]([F:27])([F:26])[F:25])[C@@H:15]3[C@H:20]([O:21][CH3:22])[CH2:19][O:18][CH2:17][CH2:16]3)[CH:11]=[CH:10]2)[CH2:8][CH2:7][CH2:6]1)(=[O:3])[CH3:2].[H][H], predict the reaction product. The product is: [C:1]([O:4][C:5]1([C@:9]2([C:29]([OH:31])=[O:30])[CH2:10][CH2:11][C@@H:12]([N:14]([C:23](=[O:28])[C:24]([F:27])([F:25])[F:26])[C@@H:15]3[C@H:20]([O:21][CH3:22])[CH2:19][O:18][CH2:17][CH2:16]3)[CH2:13]2)[CH2:6][CH2:7][CH2:8]1)(=[O:3])[CH3:2]. (5) Given the reactants [O:1]1[CH2:5][CH2:4][O:3][CH:2]1[C:6]1[C:7]([O:13][CH3:14])=[N:8][CH:9]=[CH:10][C:11]=1I.[NH2:15][CH2:16][C@H:17]([C:19]1[CH:24]=[CH:23][CH:22]=[C:21]([Cl:25])[CH:20]=1)[OH:18].C(O)CO.[O-]P([O-])([O-])=O.[K+].[K+].[K+], predict the reaction product. The product is: [Cl:25][C:21]1[CH:20]=[C:19]([C@H:17]([OH:18])[CH2:16][NH:15][C:11]2[CH:10]=[CH:9][N:8]=[C:7]([O:13][CH3:14])[C:6]=2[CH:2]2[O:3][CH2:4][CH2:5][O:1]2)[CH:24]=[CH:23][CH:22]=1. (6) Given the reactants [OH-].[Na+].[C:3]([C:5]1[CH:6]=[C:7]([C:15]2[O:19][N:18]=[C:17]([C:20]3[CH:21]=[CH:22][C:23]([F:33])=[C:24]([CH2:26][CH2:27][C:28]([O:30]CC)=[O:29])[CH:25]=3)[N:16]=2)[CH:8]=[CH:9][C:10]=1[O:11][CH:12]([CH3:14])[CH3:13])#[N:4].Cl, predict the reaction product. The product is: [C:3]([C:5]1[CH:6]=[C:7]([C:15]2[O:19][N:18]=[C:17]([C:20]3[CH:21]=[CH:22][C:23]([F:33])=[C:24]([CH2:26][CH2:27][C:28]([OH:30])=[O:29])[CH:25]=3)[N:16]=2)[CH:8]=[CH:9][C:10]=1[O:11][CH:12]([CH3:14])[CH3:13])#[N:4]. (7) Given the reactants C(OC([N:8]1[CH2:13][CH2:12][CH:11]([C:14]2[CH:19]=[CH:18][C:17]([C:20]([O:22][CH3:23])=[O:21])=[CH:16][C:15]=2[C:24]([F:27])([F:26])[F:25])[CH2:10][CH2:9]1)=O)(C)(C)C.Cl, predict the reaction product. The product is: [CH3:23][O:22][C:20](=[O:21])[C:17]1[CH:18]=[CH:19][C:14]([CH:11]2[CH2:10][CH2:9][NH:8][CH2:13][CH2:12]2)=[C:15]([C:24]([F:25])([F:26])[F:27])[CH:16]=1.